From a dataset of Forward reaction prediction with 1.9M reactions from USPTO patents (1976-2016). Predict the product of the given reaction. (1) Given the reactants C[C:2]([CH3:5])([O-:4])C.[K+].[C:7]([O:11][C:12]([NH:14][C:15]([CH3:20])([CH3:19])[CH2:16][CH:17]=O)=[O:13])([CH3:10])([CH3:9])[CH3:8].[O:21]1CC[CH2:23][CH2:22]1, predict the reaction product. The product is: [C:7]([O:11][C:12]([NH:14][C:15]([CH3:20])([CH3:19])[CH2:16]/[CH:17]=[CH:23]/[C:22]([O:4][CH2:2][CH3:5])=[O:21])=[O:13])([CH3:10])([CH3:9])[CH3:8]. (2) Given the reactants [CH2:1]([O:8][CH2:9][C@@H:10]1[CH2:14][CH2:13][S:12](=[O:16])(=[O:15])[NH:11]1)[C:2]1[CH:7]=[CH:6][CH:5]=[CH:4][CH:3]=1.BrC1C=CC([C:24]([N:26]2[CH2:31][CH2:30][N:29]([C:32]3[C:37]([CH:38]4[CH2:40][CH2:39]4)=[CH:36][C:35]([CH:41]4[CH2:43][CH2:42]4)=[CH:34][N:33]=3)[CH2:28][CH2:27]2)=[O:25])=NC=1, predict the reaction product. The product is: [CH2:1]([O:8][CH2:9][CH:10]1[CH2:14][CH2:13][S:12](=[O:16])(=[O:15])[N:11]1[C:37]1[C:32]([C@@H:28]2[CH2:27][N:26]([CH:24]=[O:25])[CH2:31][CH2:30][N:29]2[C:32]2[C:37]([CH:38]3[CH2:40][CH2:39]3)=[CH:36][C:35]([CH:41]3[CH2:42][CH2:43]3)=[CH:34][N:33]=2)=[N:33][CH:34]=[CH:35][CH:36]=1)[C:2]1[CH:3]=[CH:4][CH:5]=[CH:6][CH:7]=1. (3) Given the reactants [Br:1][C:2]1[CH:3]=[CH:4][C:5]([CH2:8][CH2:9][C:10]([O:12]CC)=[O:11])=[N:6][CH:7]=1.[OH-].[Na+].C1COCC1.Cl, predict the reaction product. The product is: [Br:1][C:2]1[CH:3]=[CH:4][C:5]([CH2:8][CH2:9][C:10]([OH:12])=[O:11])=[N:6][CH:7]=1. (4) Given the reactants C[N+]1(C2N=C(OC)N=C(OC)N=2)CC[O:5][CH2:4]C1.[Cl-].CN1CCO[CH2:22][CH2:21]1.[NH2:26][C@@H:27]([CH2:45][C:46]1[CH:51]=[CH:50][C:49]([O:52][CH3:53])=[CH:48][CH:47]=1)[C:28]([NH:30][C@@H:31]([CH2:38][C:39]1[CH:44]=[CH:43][CH:42]=[CH:41][CH:40]=1)[C:32]([C@@:34]1([CH3:37])[CH2:36][O:35]1)=[O:33])=[O:29].[CH3:54][N:55]([CH:57]=[O:58])C.[CH2:59](Cl)Cl, predict the reaction product. The product is: [CH3:53][O:52][C:49]1[CH:48]=[CH:47][C:46]([CH2:45][C@H:27]([NH:26][C:4]([C@@:54]2([CH3:59])[CH2:22][CH2:21][C:57](=[O:58])[NH:55]2)=[O:5])[C:28]([NH:30][C@@H:31]([CH2:38][C:39]2[CH:44]=[CH:43][CH:42]=[CH:41][CH:40]=2)[C:32]([C@@:34]2([CH3:37])[CH2:36][O:35]2)=[O:33])=[O:29])=[CH:51][CH:50]=1. (5) Given the reactants [CH2:1]([C:5]1[N:6]=[N:7][C:8]([O:32][CH:33]2[CH2:38][CH2:37][N:36]([CH3:39])[CH2:35][CH2:34]2)=[CH:9][C:10]=1[C:11]1[CH:12]=[CH:13][C:14]([O:25][CH:26]2[CH2:31][CH2:30][CH2:29][CH2:28][CH2:27]2)=[C:15]([CH:24]=1)[C:16]([NH:18][C:19]([CH3:23])([CH3:22])[CH2:20]O)=[O:17])[CH2:2][CH2:3][CH3:4].C(N=C=NC(C)C)(C)C, predict the reaction product. The product is: [CH2:1]([C:5]1[N:6]=[N:7][C:8]([O:32][CH:33]2[CH2:34][CH2:35][N:36]([CH3:39])[CH2:37][CH2:38]2)=[CH:9][C:10]=1[C:11]1[CH:12]=[CH:13][C:14]([O:25][CH:26]2[CH2:27][CH2:28][CH2:29][CH2:30][CH2:31]2)=[C:15]([C:16]2[O:17][CH2:20][C:19]([CH3:22])([CH3:23])[N:18]=2)[CH:24]=1)[CH2:2][CH2:3][CH3:4]. (6) Given the reactants Cl[C:2]1[CH:7]=[C:6]([C:8](=[O:10])[CH3:9])[CH:5]=[CH:4][N:3]=1.[NH:11]1[CH2:16][CH2:15][NH:14][CH2:13][CH2:12]1, predict the reaction product. The product is: [N:11]1([C:2]2[CH:7]=[C:6]([C:8](=[O:10])[CH3:9])[CH:5]=[CH:4][N:3]=2)[CH2:16][CH2:15][NH:14][CH2:13][CH2:12]1. (7) Given the reactants [NH2:1][C:2]1[CH:10]=[CH:9][CH:8]=[C:7]([Cl:11])[C:3]=1[C:4]([OH:6])=O.N1[CH:16]=[CH:15]N=C1.C(Cl)(=O)C.Cl.[NH2:22][CH:23]1[CH2:28][CH2:27][C:26](=[O:29])[NH:25][C:24]1=[O:30].P(OC1C=CC=CC=1)(OC1C=CC=CC=1)OC1C=CC=CC=1, predict the reaction product. The product is: [Cl:11][C:7]1[CH:8]=[CH:9][CH:10]=[C:2]2[C:3]=1[C:4](=[O:6])[N:22]([CH:23]1[CH2:28][CH2:27][C:26](=[O:29])[NH:25][C:24]1=[O:30])[C:15]([CH3:16])=[N:1]2. (8) The product is: [CH2:1]([O:3][C:4]1[CH:5]=[C:6]([CH:10]=[CH:11][C:12]=1[N+:13]([O-:15])=[O:14])[C:7]([NH:30][NH2:31])=[O:8])[CH3:2]. Given the reactants [CH2:1]([O:3][C:4]1[CH:5]=[C:6]([CH:10]=[CH:11][C:12]=1[N+:13]([O-:15])=[O:14])[C:7](O)=[O:8])[CH3:2].C(N(CC)CC)C.ClC(OCC)=O.O.[NH2:30][NH2:31], predict the reaction product. (9) Given the reactants [NH:1]1[CH2:6][CH:5]=[C:4]([C:7]2[C:15]3[C:10](=[N:11][CH:12]=[CH:13][CH:14]=3)[NH:9][CH:8]=2)[CH2:3][CH2:2]1.Cl[C:17]1[O:18][C:19]([C:23]2[CH:28]=[CH:27][CH:26]=[C:25]([C:29]([F:32])([F:31])[F:30])[CH:24]=2)=[C:20]([CH3:22])[N:21]=1.Cl, predict the reaction product. The product is: [CH3:22][C:20]1[N:21]=[C:17]([N:1]2[CH2:2][CH:3]=[C:4]([C:7]3[C:15]4[C:10](=[N:11][CH:12]=[CH:13][CH:14]=4)[NH:9][CH:8]=3)[CH2:5][CH2:6]2)[O:18][C:19]=1[C:23]1[CH:28]=[CH:27][CH:26]=[C:25]([C:29]([F:32])([F:30])[F:31])[CH:24]=1.